This data is from Forward reaction prediction with 1.9M reactions from USPTO patents (1976-2016). The task is: Predict the product of the given reaction. (1) Given the reactants [C:1]1([C:7]2[CH:12]=[CH:11][CH:10]=[C:9]([C:13]3[CH:18]=[CH:17][CH:16]=[CH:15][CH:14]=3)[C:8]=2[OH:19])[CH:6]=[CH:5][CH:4]=[CH:3][CH:2]=1.C(N(CC)CC)C.Cl[P:28]1[O:34][C:33]2[CH:35]=[CH:36][CH:37]=[CH:38][C:32]=2[C:31]2[CH:39]=[CH:40][CH:41]=[CH:42][C:30]=2[O:29]1, predict the reaction product. The product is: [C:13]1([C:9]2[CH:10]=[CH:11][CH:12]=[C:7]([C:1]3[CH:6]=[CH:5][CH:4]=[CH:3][CH:2]=3)[C:8]=2[O:19][P:28]2[O:34][C:33]3[CH:35]=[CH:36][CH:37]=[CH:38][C:32]=3[C:31]3[CH:39]=[CH:40][CH:41]=[CH:42][C:30]=3[O:29]2)[CH:14]=[CH:15][CH:16]=[CH:17][CH:18]=1. (2) The product is: [CH2:39]([O:46][C:47]([N:49]1[CH2:54][CH2:53][N:52]([C:3](=[O:5])[C@H:2]([OH:1])[CH2:6][CH:7]([CH3:9])[CH3:8])[CH2:51][CH2:50]1)=[O:48])[C:40]1[CH:45]=[CH:44][CH:43]=[CH:42][CH:41]=1. Given the reactants [OH:1][C@H:2]([CH2:6][CH:7]([CH3:9])[CH3:8])[C:3]([OH:5])=O.C(N(CC)CC)C.C1C=CC2N(O)N=NC=2C=1.CCN=C=NCCCN(C)C.Cl.[CH2:39]([O:46][C:47]([N:49]1[CH2:54][CH2:53][NH:52][CH2:51][CH2:50]1)=[O:48])[C:40]1[CH:45]=[CH:44][CH:43]=[CH:42][CH:41]=1, predict the reaction product. (3) Given the reactants [Cl:1][C:2]1[CH:3]=[C:4]([N:8]2[CH:12]=[C:11]([C:13](OCC)=[O:14])[CH:10]=[N:9]2)[CH:5]=[CH:6][CH:7]=1.[H-].[H-].[H-].[H-].[Li+].[Al+3], predict the reaction product. The product is: [Cl:1][C:2]1[CH:3]=[C:4]([N:8]2[CH:12]=[C:11]([CH2:13][OH:14])[CH:10]=[N:9]2)[CH:5]=[CH:6][CH:7]=1.